Dataset: Forward reaction prediction with 1.9M reactions from USPTO patents (1976-2016). Task: Predict the product of the given reaction. (1) Given the reactants [N:1]1([C:7]([N:9]2[CH2:14][CH:13]([C:15]3[CH:20]=[CH:19][C:18]([C:21]([F:24])([F:23])[F:22])=[CH:17][CH:16]=3)[CH2:12][CH:11]([C:25]([OH:27])=O)[CH2:10]2)=[O:8])[CH2:6][CH2:5][S:4][CH2:3][CH2:2]1.O[N:29]=[C:30]([CH:32]1[CH2:34][CH2:33]1)[NH2:31], predict the reaction product. The product is: [CH:32]1([C:30]2[N:31]=[C:25]([CH:11]3[CH2:12][CH:13]([C:15]4[CH:16]=[CH:17][C:18]([C:21]([F:23])([F:22])[F:24])=[CH:19][CH:20]=4)[CH2:14][N:9]([C:7]([N:1]4[CH2:2][CH2:3][S:4][CH2:5][CH2:6]4)=[O:8])[CH2:10]3)[O:27][N:29]=2)[CH2:34][CH2:33]1. (2) Given the reactants [CH2:1]([N:8]1[C:16]2[C:11](=[CH:12][C:13]([O:17][CH3:18])=[CH:14][CH:15]=2)[C:10]([CH3:19])=[CH:9]1)[C:2]1[CH:7]=[CH:6][CH:5]=[CH:4][CH:3]=1.C(O)(=O)C.C([BH3-])#N.[Na+].C([O-])(O)=O.[Na+], predict the reaction product. The product is: [CH2:1]([N:8]1[C:16]2[C:11](=[CH:12][C:13]([O:17][CH3:18])=[CH:14][CH:15]=2)[CH:10]([CH3:19])[CH2:9]1)[C:2]1[CH:3]=[CH:4][CH:5]=[CH:6][CH:7]=1.